Dataset: Full USPTO retrosynthesis dataset with 1.9M reactions from patents (1976-2016). Task: Predict the reactants needed to synthesize the given product. Given the product [Cl:1][C:2]1[N:7]=[CH:6][C:5]2[C:8]([O:30][CH3:31])=[N:9][N:10]([C:11]([C:18]3[CH:23]=[CH:22][CH:21]=[CH:20][CH:19]=3)([C:12]3[CH:13]=[CH:14][CH:15]=[CH:16][CH:17]=3)[C:24]3[CH:25]=[CH:26][CH:27]=[CH:28][CH:29]=3)[C:4]=2[CH:3]=1, predict the reactants needed to synthesize it. The reactants are: [Cl:1][C:2]1[N:7]=[CH:6][C:5]2[C:8](=[O:30])[NH:9][N:10]([C:11]([C:24]3[CH:29]=[CH:28][CH:27]=[CH:26][CH:25]=3)([C:18]3[CH:23]=[CH:22][CH:21]=[CH:20][CH:19]=3)[C:12]3[CH:17]=[CH:16][CH:15]=[CH:14][CH:13]=3)[C:4]=2[CH:3]=1.[C:31]([O-])([O-])=O.[K+].[K+].IC.O.